This data is from NCI-60 drug combinations with 297,098 pairs across 59 cell lines. The task is: Regression. Given two drug SMILES strings and cell line genomic features, predict the synergy score measuring deviation from expected non-interaction effect. (1) Drug 1: CC(CN1CC(=O)NC(=O)C1)N2CC(=O)NC(=O)C2. Drug 2: CC1=C(C(=O)C2=C(C1=O)N3CC4C(C3(C2COC(=O)N)OC)N4)N. Cell line: MALME-3M. Synergy scores: CSS=20.5, Synergy_ZIP=-2.03, Synergy_Bliss=-0.686, Synergy_Loewe=-36.8, Synergy_HSA=1.000. (2) Drug 1: C1=NC2=C(N=C(N=C2N1C3C(C(C(O3)CO)O)O)F)N. Drug 2: CCC1(CC2CC(C3=C(CCN(C2)C1)C4=CC=CC=C4N3)(C5=C(C=C6C(=C5)C78CCN9C7C(C=CC9)(C(C(C8N6C)(C(=O)OC)O)OC(=O)C)CC)OC)C(=O)OC)O.OS(=O)(=O)O. Cell line: SR. Synergy scores: CSS=64.2, Synergy_ZIP=0.506, Synergy_Bliss=-2.73, Synergy_Loewe=-60.7, Synergy_HSA=-2.84. (3) Drug 1: CCCS(=O)(=O)NC1=C(C(=C(C=C1)F)C(=O)C2=CNC3=C2C=C(C=N3)C4=CC=C(C=C4)Cl)F. Drug 2: COCCOC1=C(C=C2C(=C1)C(=NC=N2)NC3=CC=CC(=C3)C#C)OCCOC.Cl. Cell line: MALME-3M. Synergy scores: CSS=57.6, Synergy_ZIP=7.74, Synergy_Bliss=6.51, Synergy_Loewe=1.13, Synergy_HSA=7.05. (4) Drug 1: CC1=CC2C(CCC3(C2CCC3(C(=O)C)OC(=O)C)C)C4(C1=CC(=O)CC4)C. Drug 2: C1CCC(C(C1)N)N.C(=O)(C(=O)[O-])[O-].[Pt+4]. Cell line: NCI-H522. Synergy scores: CSS=7.99, Synergy_ZIP=-3.49, Synergy_Bliss=-1.29, Synergy_Loewe=-8.17, Synergy_HSA=-0.971. (5) Drug 1: CC1=C2C(C(=O)C3(C(CC4C(C3C(C(C2(C)C)(CC1OC(=O)C(C(C5=CC=CC=C5)NC(=O)OC(C)(C)C)O)O)OC(=O)C6=CC=CC=C6)(CO4)OC(=O)C)OC)C)OC. Drug 2: C(CCl)NC(=O)N(CCCl)N=O. Cell line: EKVX. Synergy scores: CSS=43.5, Synergy_ZIP=4.12, Synergy_Bliss=4.19, Synergy_Loewe=-50.9, Synergy_HSA=1.82. (6) Drug 1: CN(CCCl)CCCl.Cl. Drug 2: C1=NNC2=C1C(=O)NC=N2. Cell line: UO-31. Synergy scores: CSS=13.8, Synergy_ZIP=-4.47, Synergy_Bliss=-0.870, Synergy_Loewe=-4.97, Synergy_HSA=-2.88. (7) Drug 1: C1=CC(=CC=C1CC(C(=O)O)N)N(CCCl)CCCl.Cl. Drug 2: CC1C(C(CC(O1)OC2CC(CC3=C2C(=C4C(=C3O)C(=O)C5=C(C4=O)C(=CC=C5)OC)O)(C(=O)CO)O)N)O.Cl. Cell line: PC-3. Synergy scores: CSS=40.6, Synergy_ZIP=-5.04, Synergy_Bliss=-6.32, Synergy_Loewe=-24.1, Synergy_HSA=-5.02.